This data is from Full USPTO retrosynthesis dataset with 1.9M reactions from patents (1976-2016). The task is: Predict the reactants needed to synthesize the given product. Given the product [CH3:1][C:2]1([CH3:55])[O:7][C:6]2[CH:8]=[CH:9][C:10]([C@@H:12]([OH:16])[CH2:13][NH:14][CH2:18][CH2:19][CH2:20][CH2:21][CH2:22][CH2:23][O:24][CH2:25][CH2:26][O:27][CH2:28][C:29]3[CH:30]=[C:31]([S:35]([N:38]([CH2:39][O:40][CH2:41][CH2:42][Si:43]([CH3:46])([CH3:45])[CH3:44])[CH2:47][O:48][CH2:49][CH2:50][Si:51]([CH3:53])([CH3:52])[CH3:54])(=[O:37])=[O:36])[CH:32]=[CH:33][CH:34]=3)=[CH:11][C:5]=2[CH2:4][O:3]1, predict the reactants needed to synthesize it. The reactants are: [CH3:1][C:2]1([CH3:55])[O:7][C:6]2[CH:8]=[CH:9][C:10]([C@H:12]3[O:16]C(=O)[N:14]([CH2:18][CH2:19][CH2:20][CH2:21][CH2:22][CH2:23][O:24][CH2:25][CH2:26][O:27][CH2:28][C:29]4[CH:30]=[C:31]([S:35]([N:38]([CH2:47][O:48][CH2:49][CH2:50][Si:51]([CH3:54])([CH3:53])[CH3:52])[CH2:39][O:40][CH2:41][CH2:42][Si:43]([CH3:46])([CH3:45])[CH3:44])(=[O:37])=[O:36])[CH:32]=[CH:33][CH:34]=4)[CH2:13]3)=[CH:11][C:5]=2[CH2:4][O:3]1.C[Si](C)(C)[O-].[K+].P([O-])([O-])([O-])=O.